This data is from Reaction yield outcomes from USPTO patents with 853,638 reactions. The task is: Predict the reaction yield, written as a fraction of the theoretical maximum amount of product (1.0 means a 100% yield; for example, 0.34 means a 34% yield). (1) The catalyst is C(O)C. The product is [CH3:10][C:11]1[CH:16]=[C:15]([C:17]2[NH:21][CH:20]=[N:19][N:18]=2)[CH:14]=[CH:13][C:12]=1[C:28]1[N:33]=[C:32]2[NH:34][C:35]3([CH2:39][CH2:40]3)[C:36](=[O:38])[NH:37][C:31]2=[N:30][CH:29]=1. The reactants are Cl.O.FC(F)(F)C(O)=O.[CH3:10][C:11]1[CH:16]=[C:15]([C:17]2[N:21](C3CCCCO3)[CH:20]=[N:19][N:18]=2)[CH:14]=[CH:13][C:12]=1[C:28]1[N:33]=[C:32]2[NH:34][C:35]3([CH2:40][CH2:39]3)[C:36](=[O:38])[NH:37][C:31]2=[N:30][CH:29]=1. The yield is 0.390. (2) The reactants are [CH:1]12[CH2:6][CH:5]1[CH2:4][N:3]([C:7]1[S:8][CH:9]=[C:10](Br)[N:11]=1)[CH2:2]2.C(O)C.[F:16][C:17]1[CH:22]=[C:21]([F:23])[CH:20]=[CH:19][C:18]=1B(O)O.C(=O)([O-])[O-].[K+].[K+]. The catalyst is C1(C)C=CC=CC=1.C1C=CC([P]([Pd]([P](C2C=CC=CC=2)(C2C=CC=CC=2)C2C=CC=CC=2)([P](C2C=CC=CC=2)(C2C=CC=CC=2)C2C=CC=CC=2)[P](C2C=CC=CC=2)(C2C=CC=CC=2)C2C=CC=CC=2)(C2C=CC=CC=2)C2C=CC=CC=2)=CC=1. The product is [CH:1]12[CH2:6][CH:5]1[CH2:4][N:3]([C:7]1[S:8][CH:9]=[C:10]([C:20]3[CH:19]=[CH:18][C:17]([F:16])=[CH:22][C:21]=3[F:23])[N:11]=1)[CH2:2]2. The yield is 0.770.